This data is from Peptide-MHC class I binding affinity with 185,985 pairs from IEDB/IMGT. The task is: Regression. Given a peptide amino acid sequence and an MHC pseudo amino acid sequence, predict their binding affinity value. This is MHC class I binding data. (1) The peptide sequence is VTNRHEEKF. The MHC is HLA-A03:01 with pseudo-sequence HLA-A03:01. The binding affinity (normalized) is 0.213. (2) The binding affinity (normalized) is 1.00. The peptide sequence is LFFPFGLFK. The MHC is HLA-A11:01 with pseudo-sequence HLA-A11:01. (3) The peptide sequence is EVIEQWHSL. The MHC is HLA-A26:02 with pseudo-sequence HLA-A26:02. The binding affinity (normalized) is 1.00. (4) The peptide sequence is SYCEPALNQA. The MHC is H-2-Kd with pseudo-sequence H-2-Kd. The binding affinity (normalized) is 0.505.